From a dataset of Forward reaction prediction with 1.9M reactions from USPTO patents (1976-2016). Predict the product of the given reaction. (1) Given the reactants [H-].[Na+].C(OP([CH2:11][C:12]([O:14][CH2:15][CH3:16])=[O:13])(OCC)=O)C.[N:17]1[CH:22]=[CH:21][CH:20]=[CH:19][C:18]=1[CH:23]=O.C(O)(=O)C, predict the reaction product. The product is: [N:17]1[CH:22]=[CH:21][CH:20]=[CH:19][C:18]=1[CH:23]=[CH:11][C:12]([O:14][CH2:15][CH3:16])=[O:13]. (2) Given the reactants Br[C:2]1[N:6]2[N:7]=[C:8]([NH:11][CH2:12][CH2:13][N:14]3[CH2:18][CH2:17][N:16]([C:19]([CH3:22])([CH3:21])[CH3:20])[C:15]3=[O:23])[CH:9]=[CH:10][C:5]2=[N:4][CH:3]=1.Cl.[NH2:25][CH2:26][C:27]1[CH:32]=[CH:31][C:30](B(O)O)=[CH:29][CH:28]=1.C([O-])([O-])=O.[K+].[K+], predict the reaction product. The product is: [NH2:25][CH2:26][C:27]1[CH:32]=[CH:31][C:30]([C:2]2[N:6]3[N:7]=[C:8]([NH:11][CH2:12][CH2:13][N:14]4[CH2:18][CH2:17][N:16]([C:19]([CH3:22])([CH3:21])[CH3:20])[C:15]4=[O:23])[CH:9]=[CH:10][C:5]3=[N:4][CH:3]=2)=[CH:29][CH:28]=1. (3) Given the reactants [Cl:1][C:2]1[CH:18]=[CH:17][C:5]([C:6]([NH:8][C:9]2[CH:14]=[CH:13][N:12]=[C:11]([O:15]C)[CH:10]=2)=[O:7])=[C:4]([F:19])[CH:3]=1.[Si](I)(C)(C)C, predict the reaction product. The product is: [Cl:1][C:2]1[CH:18]=[CH:17][C:5]([C:6]([NH:8][C:9]2[CH:14]=[CH:13][NH:12][C:11](=[O:15])[CH:10]=2)=[O:7])=[C:4]([F:19])[CH:3]=1. (4) Given the reactants C[O:2][C:3](=[O:32])[CH2:4][S:5][C:6]1[S:10][C:9]([NH:11][C:12]([N:14]([CH:25]2[CH2:30][CH2:29][CH:28]([CH3:31])[CH2:27][CH2:26]2)[CH2:15][C:16]([CH3:24])([C:18]2[CH:23]=[CH:22][CH:21]=[CH:20][CH:19]=2)[CH3:17])=[O:13])=[N:8][CH:7]=1.O[Li].O, predict the reaction product. The product is: [CH3:31][C@H:28]1[CH2:29][CH2:30][C@H:25]([N:14]([CH2:15][C:16]([CH3:24])([C:18]2[CH:19]=[CH:20][CH:21]=[CH:22][CH:23]=2)[CH3:17])[C:12](=[O:13])[NH:11][C:9]2[S:10][C:6]([S:5][CH2:4][C:3]([OH:32])=[O:2])=[CH:7][N:8]=2)[CH2:26][CH2:27]1.